This data is from Full USPTO retrosynthesis dataset with 1.9M reactions from patents (1976-2016). The task is: Predict the reactants needed to synthesize the given product. (1) Given the product [Br:1][C:2]1[CH:7]=[CH:6][C:5]([CH:8]2[C:16]3[C:11](=[CH:12][CH:13]=[CH:14][CH:15]=3)[N:10]([CH:17]([C:24]3[CH:25]=[CH:26][CH:27]=[CH:28][CH:29]=3)[C:18]3[CH:23]=[CH:22][CH:21]=[CH:20][CH:19]=3)[C:9]2=[O:30])=[C:4]([OH:32])[CH:3]=1, predict the reactants needed to synthesize it. The reactants are: [Br:1][C:2]1[CH:7]=[CH:6][C:5]([C:8]2(O)[C:16]3[C:11](=[CH:12][CH:13]=[CH:14][CH:15]=3)[N:10]([CH:17]([C:24]3[CH:29]=[CH:28][CH:27]=[CH:26][CH:25]=3)[C:18]3[CH:23]=[CH:22][CH:21]=[CH:20][CH:19]=3)[C:9]2=[O:30])=[C:4]([OH:32])[CH:3]=1.FC(F)(F)C(O)=O. (2) Given the product [CH3:15][O:16][C:17]1[C:18]([OH:25])=[C:19]([C:20]2[NH:1][N:2]=[C:3]([C:5]3[C:10]([C:11]([F:12])([F:13])[F:14])=[CH:9][CH:8]=[CH:7][N:6]=3)[N:4]=2)[CH:22]=[CH:23][CH:24]=1, predict the reactants needed to synthesize it. The reactants are: [NH2:1][NH:2][C:3]([C:5]1[C:10]([C:11]([F:14])([F:13])[F:12])=[CH:9][CH:8]=[CH:7][N:6]=1)=[NH:4].[CH3:15][O:16][C:17]1[C:18]([OH:25])=[C:19]([CH:22]=[CH:23][CH:24]=1)[CH:20]=O. (3) Given the product [F:25][C:2]([F:24])([F:1])[C:3]1[CH:4]=[C:5]([CH:17]=[C:18]([C:20]([F:23])([F:21])[F:22])[CH:19]=1)[C:6]([N:8]1[CH2:13][CH2:12][CH:11]([C:14]([NH:31][C:30]2[CH:32]=[CH:33][C:27]([Cl:26])=[CH:28][CH:29]=2)=[O:15])[CH2:10][CH2:9]1)=[O:7], predict the reactants needed to synthesize it. The reactants are: [F:1][C:2]([F:25])([F:24])[C:3]1[CH:4]=[C:5]([CH:17]=[C:18]([C:20]([F:23])([F:22])[F:21])[CH:19]=1)[C:6]([N:8]1[CH2:13][CH2:12][CH:11]([C:14](O)=[O:15])[CH2:10][CH2:9]1)=[O:7].[Cl:26][C:27]1[CH:33]=[CH:32][C:30]([NH2:31])=[CH:29][CH:28]=1. (4) Given the product [F:1][C:2]1[CH:3]=[C:4]([CH:9]=[CH:10][C:11]=1[CH2:12][C:13]([OH:16])([CH3:14])[CH3:15])[C:5]([OH:7])=[O:6], predict the reactants needed to synthesize it. The reactants are: [F:1][C:2]1[CH:3]=[C:4]([CH:9]=[CH:10][C:11]=1[CH2:12][C:13]([OH:16])([CH3:15])[CH3:14])[C:5]([O:7]C)=[O:6].O.CO.[Li+].[OH-]. (5) Given the product [Cl:20][C:21]1[CH:22]=[CH:23][C:24]2[O:28][C:27]([C:29]3[CH:60]=[CH:59][C:32]([CH2:33][O:34][C:35]4[CH:40]=[CH:39][CH:38]=[CH:37][C:36]=4[CH2:41][CH2:42][N:43]([CH2:2][CH2:3][C:4]4[CH:13]=[CH:12][C:7]([C:8]([O:10][CH3:11])=[O:9])=[CH:6][CH:5]=4)[CH:44]4[CH2:53][CH2:52][CH2:51][C:50]5[N:49]=[C:48]([C:54]([O:56][CH2:57][CH3:58])=[O:55])[CH:47]=[CH:46][C:45]4=5)=[CH:31][CH:30]=3)=[N:26][C:25]=2[CH:61]=1, predict the reactants needed to synthesize it. The reactants are: I[CH2:2][CH2:3][C:4]1[CH:13]=[CH:12][C:7]([C:8]([O:10][CH3:11])=[O:9])=[CH:6][CH:5]=1.C(=O)([O-])[O-].[Na+].[Na+].[Cl:20][C:21]1[CH:22]=[CH:23][C:24]2[O:28][C:27]([C:29]3[CH:60]=[CH:59][C:32]([CH2:33][O:34][C:35]4[CH:40]=[CH:39][CH:38]=[CH:37][C:36]=4[CH2:41][CH2:42][NH:43][CH:44]4[CH2:53][CH2:52][CH2:51][C:50]5[N:49]=[C:48]([C:54]([O:56][CH2:57][CH3:58])=[O:55])[CH:47]=[CH:46][C:45]4=5)=[CH:31][CH:30]=3)=[N:26][C:25]=2[CH:61]=1. (6) Given the product [C:1]([C:3]1[CH:8]=[CH:7][C:6]([CH2:9][S:10]([NH2:15])(=[O:12])=[O:11])=[CH:5][CH:4]=1)#[N:2], predict the reactants needed to synthesize it. The reactants are: [C:1]([C:3]1[CH:8]=[CH:7][C:6]([CH2:9][S:10](Cl)(=[O:12])=[O:11])=[CH:5][CH:4]=1)#[N:2].[OH-].[NH4+:15]. (7) The reactants are: [Si:1]([O:18][C:19]1[CH:24]=[CH:23][C:22]([C:25](=[O:27])[CH3:26])=[CH:21][CH:20]=1)([C:14]([CH3:17])([CH3:16])[CH3:15])([C:8]1[CH:13]=[CH:12][CH:11]=[CH:10][CH:9]=1)[C:2]1[CH:7]=[CH:6][CH:5]=[CH:4][CH:3]=1.[BH4-].[Na+].O. Given the product [Si:1]([O:18][C:19]1[CH:24]=[CH:23][C:22]([CH:25]([OH:27])[CH3:26])=[CH:21][CH:20]=1)([C:14]([CH3:16])([CH3:17])[CH3:15])([C:8]1[CH:13]=[CH:12][CH:11]=[CH:10][CH:9]=1)[C:2]1[CH:3]=[CH:4][CH:5]=[CH:6][CH:7]=1, predict the reactants needed to synthesize it. (8) Given the product [Cl:1][C:2]1[CH:3]=[C:4](/[CH:8]=[CH:9]/[C:10]([N:12]2[CH2:18][CH2:17][C:16](=[O:19])[N:15]([CH2:20][CH2:21][C:22]([OH:42])=[O:23])[CH2:14][C@H:13]2[CH3:24])=[O:11])[CH:5]=[CH:6][CH:7]=1, predict the reactants needed to synthesize it. The reactants are: [Cl:1][C:2]1[CH:3]=[C:4](/[CH:8]=[CH:9]/[C:10]([N:12]2[CH2:18][CH2:17][C:16](=[O:19])[N:15]([CH2:20][CH2:21][CH2:22][OH:23])[CH2:14][C@H:13]2[CH3:24])=[O:11])[CH:5]=[CH:6][CH:7]=1.CC1(C)N([O])C(C)(C)CCC1.[Br-].[K+].Cl[O-].[Na+].C([O-])(O)=[O:42].[Na+].